Regression. Given two drug SMILES strings and cell line genomic features, predict the synergy score measuring deviation from expected non-interaction effect. From a dataset of NCI-60 drug combinations with 297,098 pairs across 59 cell lines. (1) Drug 1: CCCCCOC(=O)NC1=NC(=O)N(C=C1F)C2C(C(C(O2)C)O)O. Drug 2: CC(C)(C#N)C1=CC(=CC(=C1)CN2C=NC=N2)C(C)(C)C#N. Cell line: OVCAR-5. Synergy scores: CSS=-1.45, Synergy_ZIP=0.948, Synergy_Bliss=1.62, Synergy_Loewe=-1.89, Synergy_HSA=-0.796. (2) Drug 1: C(CN)CNCCSP(=O)(O)O. Drug 2: CC12CCC3C(C1CCC2OP(=O)(O)O)CCC4=C3C=CC(=C4)OC(=O)N(CCCl)CCCl.[Na+]. Cell line: HCC-2998. Synergy scores: CSS=-0.147, Synergy_ZIP=-2.77, Synergy_Bliss=3.62, Synergy_Loewe=-1.13, Synergy_HSA=-0.780. (3) Drug 1: CC1=C(C=C(C=C1)NC(=O)C2=CC=C(C=C2)CN3CCN(CC3)C)NC4=NC=CC(=N4)C5=CN=CC=C5. Drug 2: CC1=C(C=C(C=C1)C(=O)NC2=CC(=CC(=C2)C(F)(F)F)N3C=C(N=C3)C)NC4=NC=CC(=N4)C5=CN=CC=C5. Cell line: M14. Synergy scores: CSS=2.89, Synergy_ZIP=0.265, Synergy_Bliss=2.17, Synergy_Loewe=0.490, Synergy_HSA=0.696. (4) Drug 1: CC1C(C(CC(O1)OC2CC(CC3=C2C(=C4C(=C3O)C(=O)C5=C(C4=O)C(=CC=C5)OC)O)(C(=O)CO)O)N)O.Cl. Drug 2: CC(C)CN1C=NC2=C1C3=CC=CC=C3N=C2N. Cell line: ACHN. Synergy scores: CSS=10.5, Synergy_ZIP=-1.61, Synergy_Bliss=1.53, Synergy_Loewe=-6.71, Synergy_HSA=-0.0302. (5) Drug 1: CC=C1C(=O)NC(C(=O)OC2CC(=O)NC(C(=O)NC(CSSCCC=C2)C(=O)N1)C(C)C)C(C)C. Drug 2: CNC(=O)C1=NC=CC(=C1)OC2=CC=C(C=C2)NC(=O)NC3=CC(=C(C=C3)Cl)C(F)(F)F. Cell line: MDA-MB-231. Synergy scores: CSS=11.3, Synergy_ZIP=2.24, Synergy_Bliss=3.89, Synergy_Loewe=-52.6, Synergy_HSA=0.978.